Dataset: Catalyst prediction with 721,799 reactions and 888 catalyst types from USPTO. Task: Predict which catalyst facilitates the given reaction. (1) Product: [CH3:28][Si:2]([CH3:1])([C:24]([CH3:27])([CH3:26])[CH3:25])[O:3][C@H:4]1[CH2:21][CH2:20][C@@:19]2([CH3:22])[C:6](=[CH:7][CH2:8][C@@H:9]3[C@@H:18]2[CH2:17][CH2:16][C@@:14]2([CH3:15])[C@H:10]3[CH2:11][CH2:12][C@H:13]2[O:23][C:49](=[O:50])[C:42]2[CH:43]=[CH:44][CH:45]=[CH:46][CH:47]=2)[CH2:5]1. The catalyst class is: 11. Reactant: [CH3:1][Si:2]([CH3:28])([C:24]([CH3:27])([CH3:26])[CH3:25])[O:3][C@H:4]1[CH2:21][CH2:20][C@@:19]2([CH3:22])[C:6](=[CH:7][CH2:8][C@@H:9]3[C@@H:18]2[CH2:17][CH2:16][C@@:14]2([CH3:15])[C@H:10]3[CH2:11][CH2:12][C@@H:13]2[OH:23])[CH2:5]1.[C:42]1(P([C:42]2[CH:47]=[CH:46][CH:45]=[CH:44][CH:43]=2)[C:42]2[CH:47]=[CH:46][CH:45]=[CH:44][CH:43]=2)[CH:47]=[CH:46][CH:45]=[CH:44][CH:43]=1.C[CH2:49][O:50]C(/N=N/C(OCC)=O)=O. (2) Reactant: [H-].[Na+].C1COCC1.[OH:8][CH:9]([CH2:21][CH2:22][CH3:23])[CH2:10][CH2:11][C:12]1[CH:17]=[CH:16][C:15]([F:18])=[C:14]([F:19])[C:13]=1F.C1(C)C=CC=CC=1. Product: [F:18][C:15]1[C:14]([F:19])=[C:13]2[C:12]([CH2:11][CH2:10][CH:9]([CH2:21][CH2:22][CH3:23])[O:8]2)=[CH:17][CH:16]=1. The catalyst class is: 3. (3) Reactant: Br[C:2]1[CH:3]=[C:4](/[CH:9]=[CH:10]/[C:11]([NH:13][C:14]2([C:20]([NH:22][CH2:23][CH2:24][C:25]3[C:33]4[C:28](=[CH:29][CH:30]=[C:31]([F:34])[CH:32]=4)[NH:27][CH:26]=3)=[O:21])[CH2:19][CH2:18][NH:17][CH2:16][CH2:15]2)=[O:12])[CH:5]=[CH:6][C:7]=1[F:8]. Product: [F:34][C:31]1[CH:32]=[C:33]2[C:28](=[CH:29][CH:30]=1)[NH:27][CH:26]=[C:25]2[CH2:24][CH2:23][NH:22][C:20]([C:14]1([NH:13][C:11](=[O:12])[CH2:10][CH2:9][C:4]2[CH:5]=[CH:6][C:7]([F:8])=[CH:2][CH:3]=2)[CH2:19][CH2:18][NH:17][CH2:16][CH2:15]1)=[O:21]. The catalyst class is: 293. (4) Reactant: Cl.[F:2][C:3]1([F:14])[CH2:7][NH:6][C@H:5]([CH2:8][CH:9]([CH3:13])[C:10]([OH:12])=[O:11])[CH2:4]1.[Br:15][C:16]1[CH:21]=[C:20]([F:22])[CH:19]=[CH:18][C:17]=1[C@H:23]1[C:28]([C:29]([O:31][CH2:32][CH3:33])=[O:30])=[C:27]([CH2:34]Br)[NH:26][C:25]([C:36]2[S:37][CH:38]=[CH:39][N:40]=2)=[N:24]1.C([O-])([O-])=O.[K+].[K+]. Product: [Br:15][C:16]1[CH:21]=[C:20]([F:22])[CH:19]=[CH:18][C:17]=1[C@@H:23]1[N:24]=[C:25]([C:36]2[S:37][CH:38]=[CH:39][N:40]=2)[NH:26][C:27]([CH2:34][N:6]2[CH2:7][C:3]([F:2])([F:14])[CH2:4][CH:5]2[CH2:8][CH:9]([CH3:13])[C:10]([OH:12])=[O:11])=[C:28]1[C:29]([O:31][CH2:32][CH3:33])=[O:30]. The catalyst class is: 8. (5) Reactant: [CH2:1]1[CH2:7][S:4](=[O:6])(=[O:5])[O:3][CH2:2]1.[Cl:8][C:9]1[CH:19]=[CH:18][CH:17]=[C:16]([F:20])[C:10]=1[CH2:11][S:12][CH2:13][CH2:14][NH2:15]. Product: [Cl:8][C:9]1[CH:19]=[CH:18][CH:17]=[C:16]([F:20])[C:10]=1[CH2:11][S:12][CH2:13][CH2:14][NH:15][CH2:2][CH2:1][CH2:7][S:4]([OH:3])(=[O:6])=[O:5]. The catalyst class is: 23.